This data is from Forward reaction prediction with 1.9M reactions from USPTO patents (1976-2016). The task is: Predict the product of the given reaction. (1) Given the reactants [F:1][C:2]1[C:3]([C:21]2[N:25]([CH3:26])[C:24]3[CH:27]=[CH:28][CH:29]=[CH:30][C:23]=3[N:22]=2)=[CH:4][C:5]([N:8]2[CH2:13][CH2:12][N:11]([S:14]([CH2:17][CH2:18][O:19]C)(=[O:16])=[O:15])[CH2:10][CH2:9]2)=[N:6][CH:7]=1.B(Br)(Br)Br, predict the reaction product. The product is: [F:1][C:2]1[C:3]([C:21]2[N:25]([CH3:26])[C:24]3[CH:27]=[CH:28][CH:29]=[CH:30][C:23]=3[N:22]=2)=[CH:4][C:5]([N:8]2[CH2:13][CH2:12][N:11]([S:14]([CH2:17][CH2:18][OH:19])(=[O:16])=[O:15])[CH2:10][CH2:9]2)=[N:6][CH:7]=1. (2) Given the reactants [NH2:1][C:2]1[N:3]([C:14]([O:16][C:17]([CH3:20])([CH3:19])[CH3:18])=[O:15])[CH:4]=[C:5]([CH2:7][CH2:8][CH2:9][CH2:10][CH2:11][C:12]#[CH:13])[N:6]=1.[N:21]([CH2:24][CH2:25][NH:26][C:27](=[O:36])[CH:28]=[CH:29][C:30]1[CH:35]=[CH:34][CH:33]=[CH:32][CH:31]=1)=[N+:22]=[N-:23], predict the reaction product. The product is: [NH2:1][C:2]1[N:3]([C:14]([O:16][C:17]([CH3:20])([CH3:19])[CH3:18])=[O:15])[CH:4]=[C:5]([CH2:7][CH2:8][CH2:9][CH2:10][CH2:11][C:12]2[N:23]=[N:22][N:21]([CH2:24][CH2:25][NH:26][C:27](=[O:36])/[CH:28]=[CH:29]/[C:30]3[CH:35]=[CH:34][CH:33]=[CH:32][CH:31]=3)[CH:13]=2)[N:6]=1. (3) Given the reactants [F:1][C:2]1[CH:10]=[CH:9][C:8]([F:11])=[CH:7][C:3]=1[C:4](Cl)=[O:5].[CH2:12]([O:14][C:15](=[O:21])[CH:16]=[CH:17][N:18]([CH3:20])[CH3:19])[CH3:13].C(N(CC)CC)C, predict the reaction product. The product is: [F:1][C:2]1[CH:10]=[CH:9][C:8]([F:11])=[CH:7][C:3]=1[C:4]([C:16](=[CH:17][N:18]([CH3:20])[CH3:19])[C:15]([O:14][CH2:12][CH3:13])=[O:21])=[O:5]. (4) Given the reactants C(P(=O)(OCC)OCC)#N.[NH2:11][C:12]1[C:13]([O:24][CH2:25][C@@H:26]([C:35]([OH:37])=O)[NH:27][C:28]([O:30][C:31]([CH3:34])([CH3:33])[CH3:32])=[O:29])=[C:14]([C:18]2[CH:23]=[CH:22][CH:21]=[CH:20][CH:19]=2)[CH:15]=[CH:16][CH:17]=1.CN(C=O)C, predict the reaction product. The product is: [O:37]=[C:35]1[NH:11][C:12]2[CH:17]=[CH:16][CH:15]=[C:14]([C:18]3[CH:19]=[CH:20][CH:21]=[CH:22][CH:23]=3)[C:13]=2[O:24][CH2:25][C@@H:26]1[NH:27][C:28](=[O:29])[O:30][C:31]([CH3:32])([CH3:33])[CH3:34]. (5) The product is: [CH3:22][C:21]1[C:16]([N:13]2[CH2:14][CH2:15][N:10]([C:8]([C:5]3[C:4]([CH3:24])=[CH:3][C:2]([N:28]4[CH2:29][CH2:30][N:26]([CH3:25])[C:27]4=[O:31])=[N:7][CH:6]=3)=[O:9])[CH2:11][CH2:12]2)=[N:17][CH:18]=[C:19]([CH3:23])[CH:20]=1. Given the reactants Br[C:2]1[N:7]=[CH:6][C:5]([C:8]([N:10]2[CH2:15][CH2:14][N:13]([C:16]3[C:21]([CH3:22])=[CH:20][C:19]([CH3:23])=[CH:18][N:17]=3)[CH2:12][CH2:11]2)=[O:9])=[C:4]([CH3:24])[CH:3]=1.[CH3:25][N:26]1[CH2:30][CH2:29][NH:28][C:27]1=[O:31], predict the reaction product.